From a dataset of Forward reaction prediction with 1.9M reactions from USPTO patents (1976-2016). Predict the product of the given reaction. (1) Given the reactants [C:1]([OH:5])(=O)[CH2:2][OH:3].Cl.[Cl:7][C:8]1[CH:9]=[C:10]([NH:22][C:23]2[C:32]3[C:27](=[CH:28][CH:29]=[CH:30][C:31]=3[O:33][CH2:34][C@H:35]3[CH2:40][NH:39][CH2:38][CH2:37][N:36]3[CH3:41])[N:26]=[CH:25][N:24]=2)[CH:11]=[CH:12][C:13]=1[O:14][CH2:15][C:16]1[CH:21]=[CH:20][CH:19]=[CH:18][N:17]=1, predict the reaction product. The product is: [Cl:7][C:8]1[CH:9]=[C:10]([NH:22][C:23]2[C:32]3[C:27](=[CH:28][CH:29]=[CH:30][C:31]=3[O:33][CH2:34][C@@H:35]3[N:36]([CH3:41])[CH2:37][CH2:38][N:39]([C:1](=[O:5])[CH2:2][OH:3])[CH2:40]3)[N:26]=[CH:25][N:24]=2)[CH:11]=[CH:12][C:13]=1[O:14][CH2:15][C:16]1[CH:21]=[CH:20][CH:19]=[CH:18][N:17]=1. (2) Given the reactants FC(F)(S(O[C:17]1[CH:18]=[C:19]2[C@@:30]3([CH2:34][O:33][C:32]([NH2:35])=[N:31]3)[C:29]3[C:24](=[N:25][CH:26]=[C:27]([C:36]#[C:37][C:38]([OH:41])([CH3:40])[CH3:39])[CH:28]=3)[O:23][C:20]2=[CH:21][CH:22]=1)(=O)=O)C(F)(F)C(F)(F)C(F)(F)F.CN(C=O)C.C(NC(C)C)(C)C.[C:55]([CH:57]1[CH2:59][CH2:58]1)#[CH:56], predict the reaction product. The product is: [NH2:35][C:32]1[O:33][CH2:34][C@:30]2([C:29]3[C:24](=[N:25][CH:26]=[C:27]([C:36]#[C:37][C:38]([CH3:40])([OH:41])[CH3:39])[CH:28]=3)[O:23][C:20]3[C:19]2=[CH:18][C:17]([C:56]#[C:55][CH:57]2[CH2:59][CH2:58]2)=[CH:22][CH:21]=3)[N:31]=1. (3) Given the reactants [Cl:1][C:2]1[CH:7]=[CH:6][C:5]([CH:8]([C:16]2[CH:21]=[CH:20][C:19]([Cl:22])=[CH:18][CH:17]=2)[N:9]2[CH2:14][CH2:13][NH:12][C:11](=[O:15])[CH2:10]2)=[CH:4][CH:3]=1.Br[CH2:24][C:25]([O:27][CH3:28])=[O:26].[H-].[Na+], predict the reaction product. The product is: [Cl:1][C:2]1[CH:3]=[CH:4][C:5]([CH:8]([C:16]2[CH:21]=[CH:20][C:19]([Cl:22])=[CH:18][CH:17]=2)[N:9]2[CH2:14][CH2:13][N:12]([CH2:24][C:25]([O:27][CH3:28])=[O:26])[C:11](=[O:15])[CH2:10]2)=[CH:6][CH:7]=1. (4) Given the reactants [NH2:1][C:2]1[C:7]([CH:8]=[O:9])=[C:6]([Cl:10])[N:5]=[CH:4][CH:3]=1.[Cl:11]N1C(=O)CCC1=O.O, predict the reaction product. The product is: [NH2:1][C:2]1[C:7]([CH:8]=[O:9])=[C:6]([Cl:10])[N:5]=[CH:4][C:3]=1[Cl:11]. (5) Given the reactants [OH:1][NH:2][C:3]([NH2:5])=[O:4].C(O[CH:9](OCC)[CH2:10][CH:11](OCC)OCC)C.[ClH:21], predict the reaction product. The product is: [ClH:21].[N+:2]1([O-:1])[C:3]([OH:4])=[N:5][CH:9]=[CH:10][CH:11]=1.